Dataset: Catalyst prediction with 721,799 reactions and 888 catalyst types from USPTO. Task: Predict which catalyst facilitates the given reaction. (1) Reactant: [C:1]([C:5]1[CH:6]=[C:7](B(O)O)[CH:8]=[C:9]([C:11]([CH3:14])([CH3:13])[CH3:12])[CH:10]=1)([CH3:4])([CH3:3])[CH3:2].C([O-])([O-])=O.[K+].[K+].Br[CH2:25][CH:26]=[CH2:27]. Product: [CH2:27]([C:7]1[CH:6]=[C:5]([C:1]([CH3:4])([CH3:3])[CH3:2])[CH:10]=[C:9]([C:11]([CH3:14])([CH3:13])[CH3:12])[CH:8]=1)[CH:26]=[CH2:25]. The catalyst class is: 101. (2) Reactant: [CH3:1][C:2]1([CH3:23])[C:10]2[C:5](=[CH:6][C:7]([NH:11][C:12](=[O:22])[C:13]3[CH:18]=[CH:17][CH:16]=[CH:15][C:14]=3[N+:19]([O-:21])=[O:20])=[CH:8][CH:9]=2)[NH:4][CH2:3]1.[CH:24](=O)[CH3:25].[BH-](OC(C)=O)(OC(C)=O)OC(C)=O.[Na+]. Product: [CH2:24]([N:4]1[C:5]2[C:10](=[CH:9][CH:8]=[C:7]([NH:11][C:12](=[O:22])[C:13]3[CH:18]=[CH:17][CH:16]=[CH:15][C:14]=3[N+:19]([O-:21])=[O:20])[CH:6]=2)[C:2]([CH3:23])([CH3:1])[CH2:3]1)[CH3:25]. The catalyst class is: 2.